This data is from Forward reaction prediction with 1.9M reactions from USPTO patents (1976-2016). The task is: Predict the product of the given reaction. Given the reactants [NH:1]1[C:9]2[C:4](=[CH:5][C:6]([C:10]3[O:14][N:13]=[C:12]([C:15]([OH:17])=O)[CH:11]=3)=[CH:7][CH:8]=2)[CH:3]=[N:2]1.CN(C(ON1N=N[C:28]2[CH:29]=[CH:30][CH:31]=N[C:27]1=2)=[N+](C)C)C.F[P-](F)(F)(F)(F)F.C([N:45]([CH:48]([CH3:50])[CH3:49])CC)(C)C, predict the reaction product. The product is: [NH:1]1[C:9]2[C:4](=[CH:5][C:6]([C:10]3[O:14][N:13]=[C:12]([C:15]([NH:45][C@H:48]([C:49]4[CH:31]=[CH:30][CH:29]=[CH:28][CH:27]=4)[CH3:50])=[O:17])[CH:11]=3)=[CH:7][CH:8]=2)[CH:3]=[N:2]1.